Task: Predict which catalyst facilitates the given reaction.. Dataset: Catalyst prediction with 721,799 reactions and 888 catalyst types from USPTO (1) Reactant: [CH3:1]C(C)([O-])C.[K+].[F:7][C:8]1[CH:13]=[C:12]([N+:14]([O-:16])=[O:15])[CH:11]=[CH:10][C:9]=1[O:17][CH3:18].ClC1C=CC(OC[C:26]#[N:27])=CC=1. Product: [F:7][C:8]1[CH:13]=[C:12]([N+:14]([O-:16])=[O:15])[C:11]([CH2:1][N+:27]#[C-:26])=[CH:10][C:9]=1[O:17][CH3:18]. The catalyst class is: 3. (2) Reactant: [NH2:1][CH2:2][C:3]1[CH:4]=[C:5]([C:9]2[N:10]([CH3:21])[C:11]3[C:16]([C:17]=2[C:18]#[N:19])=[CH:15][CH:14]=[C:13]([Cl:20])[CH:12]=3)[CH:6]=[N:7][CH:8]=1.[CH2:22]([N:24]=[C:25]=[O:26])[CH3:23]. Product: [NH4+:1].[OH-:26].[Cl:20][C:13]1[CH:12]=[C:11]2[C:16]([C:17]([C:18]#[N:19])=[C:9]([C:5]3[CH:4]=[C:3]([CH2:2][NH:1][C:25]([NH:24][CH2:22][CH3:23])=[O:26])[CH:8]=[N:7][CH:6]=3)[N:10]2[CH3:21])=[CH:15][CH:14]=1. The catalyst class is: 4.